This data is from Peptide-MHC class I binding affinity with 185,985 pairs from IEDB/IMGT. The task is: Regression. Given a peptide amino acid sequence and an MHC pseudo amino acid sequence, predict their binding affinity value. This is MHC class I binding data. (1) The peptide sequence is GTEYRLTLY. The MHC is HLA-A02:03 with pseudo-sequence HLA-A02:03. The binding affinity (normalized) is 0.0847. (2) The peptide sequence is NVMGMIGV. The MHC is HLA-A02:06 with pseudo-sequence HLA-A02:06. The binding affinity (normalized) is 0.341. (3) The peptide sequence is MVNETSSCIA. The MHC is Mamu-B08 with pseudo-sequence Mamu-B08. The binding affinity (normalized) is 0. (4) The peptide sequence is LPWFLDTTI. The MHC is HLA-B15:01 with pseudo-sequence HLA-B15:01. The binding affinity (normalized) is 0.0847. (5) The peptide sequence is CTLPPLRFR. The MHC is HLA-A33:01 with pseudo-sequence HLA-A33:01. The binding affinity (normalized) is 0.869. (6) The peptide sequence is PLRPMTYK. The MHC is HLA-B15:03 with pseudo-sequence YYSEYREISTNTYESNLYLRYDSYTWAELAYLWY. The binding affinity (normalized) is 0. (7) The peptide sequence is SMMVILPDK. The MHC is HLA-A30:01 with pseudo-sequence HLA-A30:01. The binding affinity (normalized) is 0.390.